From a dataset of Forward reaction prediction with 1.9M reactions from USPTO patents (1976-2016). Predict the product of the given reaction. Given the reactants Cl.[CH:2]1([C:8]2[NH:12][C:11](=[O:13])[C:10]3([CH2:18][CH2:17][N:16]([S:19]([CH2:22][CH2:23][CH2:24][C:25]4[CH:26]=[C:27]([NH:31]C(=O)C)[CH:28]=[CH:29][CH:30]=4)(=[O:21])=[O:20])[CH2:15][CH2:14]3)[N:9]=2)[CH2:7][CH2:6][CH2:5][CH2:4][CH2:3]1, predict the reaction product. The product is: [NH2:31][C:27]1[CH:26]=[C:25]([CH2:24][CH2:23][CH2:22][S:19]([N:16]2[CH2:15][CH2:14][C:10]3([N:9]=[C:8]([CH:2]4[CH2:7][CH2:6][CH2:5][CH2:4][CH2:3]4)[NH:12][C:11]3=[O:13])[CH2:18][CH2:17]2)(=[O:21])=[O:20])[CH:30]=[CH:29][CH:28]=1.